From a dataset of Peptide-MHC class II binding affinity with 134,281 pairs from IEDB. Regression. Given a peptide amino acid sequence and an MHC pseudo amino acid sequence, predict their binding affinity value. This is MHC class II binding data. The binding affinity (normalized) is 0.454. The MHC is DRB1_0901 with pseudo-sequence DRB1_0901. The peptide sequence is EVIPTAFKIGKTYTP.